This data is from Forward reaction prediction with 1.9M reactions from USPTO patents (1976-2016). The task is: Predict the product of the given reaction. (1) Given the reactants [CH3:1][S:2]([C:5]1[CH:6]=[C:7]([CH:11]2[CH2:16][CH2:15][NH:14][CH2:13][CH2:12]2)[CH:8]=[CH:9][CH:10]=1)(=[O:4])=[O:3], predict the reaction product. The product is: [CH3:1][S:2]([C:5]1[CH:6]=[C:7]([CH:11]2[CH2:16][CH2:15][N:14]([CH2:6][CH2:5][CH2:10][CH3:9])[CH2:13][CH2:12]2)[CH:8]=[CH:9][CH:10]=1)(=[O:4])=[O:3]. (2) Given the reactants [CH2:1]([O:3][C:4]([C:6]1[S:10][C:9](Br)=[N:8][C:7]=1[CH:12]([CH3:14])[CH3:13])=[O:5])[CH3:2].C(=O)([O-])[O-].[K+].[K+].[CH3:21][NH:22][CH:23]1[CH2:28][CH2:27][O:26][CH2:25][CH2:24]1, predict the reaction product. The product is: [CH2:1]([O:3][C:4]([C:6]1[S:10][C:9]([N:22]([CH3:21])[CH:23]2[CH2:28][CH2:27][O:26][CH2:25][CH2:24]2)=[N:8][C:7]=1[CH:12]([CH3:14])[CH3:13])=[O:5])[CH3:2]. (3) Given the reactants Cl[C:2]1[N:10]=[C:9]2[C:5]([N:6]=[CH:7][N:8]2[CH3:11])=[C:4]([NH:12][C:13]2[CH:18]=[CH:17][C:16]([Cl:19])=[CH:15][CH:14]=2)[N:3]=1.[Cl:20][C:21]1[C:22]([CH3:26])=[N:23][NH:24][CH:25]=1, predict the reaction product. The product is: [Cl:20][C:21]1[C:22]([CH3:26])=[N:23][N:24]([C:2]2[N:10]=[C:9]3[C:5]([N:6]=[CH:7][N:8]3[CH3:11])=[C:4]([NH:12][C:13]3[CH:18]=[CH:17][C:16]([Cl:19])=[CH:15][CH:14]=3)[N:3]=2)[CH:25]=1. (4) Given the reactants [F:1][C:2]1[CH:3]=[C:4]2[C:9](=[CH:10][C:11]=1[O:12][CH3:13])[C:8](=O)[CH:7]([C:15]([O:17][CH3:18])=[O:16])[CH2:6][CH2:5]2.S(=O)(=O)(O)O.C(O)(=O)C, predict the reaction product. The product is: [F:1][C:2]1[CH:3]=[C:4]2[C:9](=[CH:10][C:11]=1[O:12][CH3:13])[CH2:8][CH:7]([C:15]([O:17][CH3:18])=[O:16])[CH2:6][CH2:5]2. (5) Given the reactants [Br:1]N1C(=O)CCC1=O.[Cl:9][C:10]1[C:11]2[N:12]([C:16]([C@@H:19]3[CH2:23][CH2:22][CH2:21][N:20]3[C:24]([O:26][CH2:27][C:28]3[CH:33]=[CH:32][CH:31]=[CH:30][CH:29]=3)=[O:25])=[N:17][CH:18]=2)[CH:13]=[CH:14][N:15]=1.O.C(OCC)(=O)C, predict the reaction product. The product is: [Br:1][C:18]1[N:17]=[C:16]([C@@H:19]2[CH2:23][CH2:22][CH2:21][N:20]2[C:24]([O:26][CH2:27][C:28]2[CH:33]=[CH:32][CH:31]=[CH:30][CH:29]=2)=[O:25])[N:12]2[CH:13]=[CH:14][N:15]=[C:10]([Cl:9])[C:11]=12. (6) Given the reactants [CH2:1]([O:5][C:6]1[CH:7]=[C:8]([CH:18]=[CH:19][C:20]([OH:22])=O)[CH:9]=[C:10]([O:13][CH2:14][CH2:15][CH2:16][CH3:17])[C:11]=1[OH:12])[CH2:2][CH2:3][CH3:4].N[CH2:24][CH2:25][C:26]1[CH:31]=[C:30]([C:32]([CH3:35])([CH3:34])[CH3:33])[C:29]([OH:36])=[C:28]([C:37]([CH3:40])([CH3:39])[CH3:38])[CH:27]=1.F[P-](F)(F)(F)(F)F.[N:48]1(O[P+](N(C)C)(N(C)C)N(C)C)[C:52]2C=CC=C[C:51]=2N=N1, predict the reaction product. The product is: [CH2:14]([O:13][C:10]1[CH:9]=[C:8]([CH:18]=[CH:19][C:20]([NH:48][CH2:52][CH2:51][CH2:24][CH2:25][C:26]2[CH:31]=[C:30]([C:32]([CH3:33])([CH3:34])[CH3:35])[C:29]([OH:36])=[C:28]([C:37]([CH3:39])([CH3:40])[CH3:38])[CH:27]=2)=[O:22])[CH:7]=[C:6]([O:5][CH2:1][CH2:2][CH2:3][CH3:4])[C:11]=1[OH:12])[CH2:15][CH2:16][CH3:17]. (7) Given the reactants [Cl:1][C:2]1[CH:10]=[CH:9][CH:8]=[C:7]2[C:3]=1[CH:4]([C:25]1[C:26]([OH:34])=[CH:27][C:28]3[O:32][CH2:31][CH2:30][C:29]=3[CH:33]=1)[C:5](=[O:24])[N:6]2[CH:11]([C:18]1[CH:23]=[CH:22][CH:21]=[CH:20][CH:19]=1)[C:12]1[CH:17]=[CH:16][CH:15]=[CH:14][CH:13]=1.[C:35]1(C(C2C=CC=CC=2)N2C3C(=CC=CC=3)C(C3C=C(C)C(OC)=CC=3O)C2=O)C=CC=CC=1, predict the reaction product. The product is: [Cl:1][C:2]1[CH:10]=[CH:9][CH:8]=[C:7]2[C:3]=1[C:4]1([CH2:35][O:34][C:26]3[CH:27]=[C:28]4[C:29](=[CH:33][C:25]1=3)[CH2:30][CH2:31][O:32]4)[C:5](=[O:24])[N:6]2[CH:11]([C:12]1[CH:17]=[CH:16][CH:15]=[CH:14][CH:13]=1)[C:18]1[CH:19]=[CH:20][CH:21]=[CH:22][CH:23]=1. (8) Given the reactants [S:1]([N:11]1[CH:15]=[C:14]2[S:16][C:17](=O)[S:18][C:13]2=[CH:12]1)([C:4]1[CH:10]=[CH:9][C:7]([CH3:8])=[CH:6][CH:5]=1)(=[O:3])=[O:2].[CH2:20]([S:25][C:26]1[S:27][C:28](=S)[S:29][C:30]=1[S:31][CH2:32][CH2:33][CH2:34][CH2:35][CH3:36])[CH2:21][CH2:22][CH2:23][CH3:24].CO, predict the reaction product. The product is: [CH2:20]([S:25][C:26]1[S:27][C:28](=[C:17]2[S:18][C:13]3[CH2:12][N:11]([S:1]([C:4]4[CH:10]=[CH:9][C:7]([CH3:8])=[CH:6][CH:5]=4)(=[O:3])=[O:2])[CH2:15][C:14]=3[S:16]2)[S:29][C:30]=1[S:31][CH2:32][CH2:33][CH2:34][CH2:35][CH3:36])[CH2:21][CH2:22][CH2:23][CH3:24].